Dataset: Reaction yield outcomes from USPTO patents with 853,638 reactions. Task: Predict the reaction yield, written as a fraction of the theoretical maximum amount of product (1.0 means a 100% yield; for example, 0.34 means a 34% yield). The reactants are FC(F)(F)S(O[C:7]1[CH2:12][O:11][CH2:10][CH2:9][C:8]=1[C:13]([O:15][CH2:16][CH3:17])=[O:14])(=O)=O.[C:20]1(B(O)O)[CH:25]=[CH:24][CH:23]=[CH:22][CH:21]=1.C([O-])([O-])=O.[Na+].[Na+]. The catalyst is O1CCOCC1.O.C1C=CC(P(C2C=CC=CC=2)[C-]2C=CC=C2)=CC=1.C1C=CC(P(C2C=CC=CC=2)[C-]2C=CC=C2)=CC=1.Cl[Pd]Cl.[Fe+2]. The product is [C:20]1([C:7]2[CH2:12][O:11][CH2:10][CH2:9][C:8]=2[C:13]([O:15][CH2:16][CH3:17])=[O:14])[CH:25]=[CH:24][CH:23]=[CH:22][CH:21]=1. The yield is 0.780.